From a dataset of Reaction yield outcomes from USPTO patents with 853,638 reactions. Predict the reaction yield, written as a fraction of the theoretical maximum amount of product (1.0 means a 100% yield; for example, 0.34 means a 34% yield). (1) The catalyst is C1(C)C=CC=CC=1.C1(P(C2C=CC=CC=2)C2C=CC=CC=2)C=CC=CC=1.C1(P(C2C=CC=CC=2)C2C=CC=CC=2)C=CC=CC=1.C1(P(C2C=CC=CC=2)C2C=CC=CC=2)C=CC=CC=1.C1(P(C2C=CC=CC=2)C2C=CC=CC=2)C=CC=CC=1.[Pd]. The yield is 0.680. The reactants are [NH2:1][C:2]1[CH:9]=[CH:8][CH:7]=[C:6](Br)[C:3]=1[C:4]#[N:5].[O:11]1[CH2:15][CH2:14][CH:13]=[C:12]1[Sn](C)(C)C.[Cl-].[NH4+].[OH-].[NH4+]. The product is [NH2:1][C:2]1[CH:9]=[CH:8][CH:7]=[C:6]([C:12]2[O:11][CH2:15][CH2:14][CH:13]=2)[C:3]=1[C:4]#[N:5]. (2) The reactants are [H-].[Na+].[CH3:3][N:4]1[CH2:9][CH:8]=[C:7]([C:10]2[C:18]3[C:13](=[CH:14][CH:15]=[C:16]([N+:19]([O-:21])=[O:20])[CH:17]=3)[NH:12][CH:11]=2)[CH2:6][CH2:5]1.[CH:22]1([S:28](Cl)(=[O:30])=[O:29])[CH2:27][CH2:26][CH2:25][CH2:24][CH2:23]1.O. The catalyst is CN(C)C=O. The product is [CH:22]1([S:28]([N:12]2[C:13]3[C:18](=[CH:17][C:16]([N+:19]([O-:21])=[O:20])=[CH:15][CH:14]=3)[C:10]([C:7]3[CH2:6][CH2:5][N:4]([CH3:3])[CH2:9][CH:8]=3)=[CH:11]2)(=[O:30])=[O:29])[CH2:27][CH2:26][CH2:25][CH2:24][CH2:23]1. The yield is 0.570. (3) The reactants are [F:1][CH:2]([F:13])[O:3][C:4]1[CH:9]=[CH:8][C:7]([N+:10]([O-])=O)=[CH:6][N:5]=1.C(O)(=O)C. The catalyst is CO.[Pd]. The product is [F:13][CH:2]([F:1])[O:3][C:4]1[N:5]=[CH:6][C:7]([NH2:10])=[CH:8][CH:9]=1. The yield is 1.05. (4) The product is [Br:1][C:2]1[CH:10]=[CH:9][C:5]([C:6]([O:8][C:15]([CH3:18])([CH3:17])[CH3:16])=[O:7])=[C:4]([Cl:11])[CH:3]=1. The catalyst is C1COCC1.CN(C1C=CN=CC=1)C.CCOC(C)=O. The yield is 0.510. The reactants are [Br:1][C:2]1[CH:10]=[CH:9][C:5]([C:6]([OH:8])=[O:7])=[C:4]([Cl:11])[CH:3]=1.C(OC(O[C:15]([CH3:18])([CH3:17])[CH3:16])=O)(O[C:15]([CH3:18])([CH3:17])[CH3:16])=O. (5) The reactants are [F:1][C:2]1[CH:7]=[CH:6][C:5]([C@H:8]2[CH2:13][C@:12]([NH:17][C:18]([O:20][CH2:21][C:22]3[CH:27]=[CH:26][CH:25]=[CH:24][CH:23]=3)=[O:19])([CH2:14][CH:15]=[CH2:16])[CH2:11][CH2:10][N:9]2C(OC(C)(C)C)=O)=[C:4]([CH3:35])[CH:3]=1.C(O)(C(F)(F)F)=O.C([O-])(O)=O.[Na+]. The catalyst is ClCCl. The product is [C:22]1([CH2:21][O:20][C:18](=[O:19])[NH:17][C@@:12]2([CH2:14][CH:15]=[CH2:16])[CH2:11][CH2:10][NH:9][C@@H:8]([C:5]3[CH:6]=[CH:7][C:2]([F:1])=[CH:3][C:4]=3[CH3:35])[CH2:13]2)[CH:23]=[CH:24][CH:25]=[CH:26][CH:27]=1. The yield is 1.00.